From a dataset of Catalyst prediction with 721,799 reactions and 888 catalyst types from USPTO. Predict which catalyst facilitates the given reaction. (1) Reactant: CS[C:3]1[NH:8][C:7](=[O:9])[CH:6]=[C:5]([CH2:10][CH2:11][CH3:12])[N:4]=1.[F:13][C:14]1[CH:20]=[CH:19][C:17]([NH2:18])=[CH:16][CH:15]=1.C. Product: [F:13][C:14]1[CH:20]=[CH:19][C:17]([NH:18][C:3]2[NH:8][C:7](=[O:9])[CH:6]=[C:5]([CH2:10][CH2:11][CH3:12])[N:4]=2)=[CH:16][CH:15]=1. The catalyst class is: 8. (2) Reactant: [OH:1][C:2]1[CH:10]=[CH:9][C:5]([C:6]([OH:8])=[O:7])=[C:4]([CH3:11])[CH:3]=1.C(=O)([O-])O.[K+].[CH2:17](Br)[C:18]1[CH:23]=[CH:22][CH:21]=[CH:20][CH:19]=1.O. Product: [OH:1][C:2]1[CH:10]=[CH:9][C:5]([C:6]([O:8][CH2:17][C:18]2[CH:23]=[CH:22][CH:21]=[CH:20][CH:19]=2)=[O:7])=[C:4]([CH3:11])[CH:3]=1. The catalyst class is: 9.